Dataset: Forward reaction prediction with 1.9M reactions from USPTO patents (1976-2016). Task: Predict the product of the given reaction. (1) Given the reactants [F:1][C:2]1[CH:7]=[CH:6][C:5]([C:8]2[CH:13]=[CH:12][CH:11]=[C:10]([NH2:14])[CH:9]=2)=[CH:4][CH:3]=1.[Cl:15][C:16]1[CH:21]=[CH:20][C:19]([NH:22][C:23](=[O:30])[CH2:24][S:25][CH2:26][C:27](O)=[O:28])=[C:18]([C:31]([O:33]C)=[O:32])[CH:17]=1, predict the reaction product. The product is: [Cl:15][C:16]1[CH:21]=[CH:20][C:19]([NH:22][C:23](=[O:30])[CH2:24][S:25][CH2:26][C:27]([NH:14][C:10]2[CH:9]=[C:8]([C:5]3[CH:4]=[CH:3][C:2]([F:1])=[CH:7][CH:6]=3)[CH:13]=[CH:12][CH:11]=2)=[O:28])=[C:18]([CH:17]=1)[C:31]([OH:33])=[O:32]. (2) Given the reactants [S:1]1[CH:5]=[CH:4][N:3]=[C:2]1[C:6]1[CH:20]=[CH:19][C:9]([O:10][CH2:11][C:12]([O:14][C:15]([CH3:18])([CH3:17])[CH3:16])=[O:13])=[CH:8][CH:7]=1.[Cl:21][C:22]1[CH:27]=[CH:26][C:25](I)=[CH:24][CH:23]=1.C1C=CC(P(C2C=CC=CC=2)C2C=CC=CC=2)=CC=1, predict the reaction product. The product is: [Cl:21][C:22]1[CH:27]=[CH:26][C:25]([C:5]2[S:1][C:2]([C:6]3[CH:7]=[CH:8][C:9]([O:10][CH2:11][C:12]([O:14][C:15]([CH3:17])([CH3:16])[CH3:18])=[O:13])=[CH:19][CH:20]=3)=[N:3][CH:4]=2)=[CH:24][CH:23]=1. (3) Given the reactants C([O:5][C:6]([C:8]1[O:9][C:10]2[CH:17]=[CH:16][CH:15]=[C:14]([C:18]3[CH:23]=[CH:22][CH:21]=[CH:20][CH:19]=3)[C:11]=2[C:12]=1[CH3:13])=[O:7])(C)(C)C, predict the reaction product. The product is: [CH3:13][C:12]1[C:11]2[C:14]([C:18]3[CH:23]=[CH:22][CH:21]=[CH:20][CH:19]=3)=[CH:15][CH:16]=[CH:17][C:10]=2[O:9][C:8]=1[C:6]([OH:7])=[O:5]. (4) Given the reactants [CH2:1]([C:3]1[CH:4]=[C:5]([C:11]2[CH:12]=[C:13]3[C:17](=[CH:18][CH:19]=2)[C:16](=O)[CH:15]([CH:21]=O)[CH2:14]3)[CH:6]=[CH:7][C:8]=1[O:9][CH3:10])[CH3:2].O.[NH2:24][NH2:25].C(O)(=O)C, predict the reaction product. The product is: [CH2:1]([C:3]1[CH:4]=[C:5]([C:11]2[CH:12]=[C:13]3[C:17](=[CH:18][CH:19]=2)[C:16]2=[N:24][NH:25][CH:21]=[C:15]2[CH2:14]3)[CH:6]=[CH:7][C:8]=1[O:9][CH3:10])[CH3:2]. (5) Given the reactants [O:1]=[C:2]1[CH:6]=[CH:5][C:4](=[O:7])[N:3]1[CH2:8][CH2:9][O:10][CH2:11][CH2:12][O:13][CH2:14][CH2:15][O:16][CH2:17][CH2:18][C:19]([OH:21])=[O:20].Cl.C(N=C=NCCCN(C)C)C.[F:34][C:35]1[C:40](O)=[C:39]([F:42])[C:38]([F:43])=[C:37]([F:44])[C:36]=1[F:45], predict the reaction product. The product is: [O:1]=[C:2]1[CH:6]=[CH:5][C:4](=[O:7])[N:3]1[CH2:8][CH2:9][O:10][CH2:11][CH2:12][O:13][CH2:14][CH2:15][O:16][CH2:17][CH2:18][C:19]([O:21][C:40]1[C:39]([F:42])=[C:38]([F:43])[C:37]([F:44])=[C:36]([F:45])[C:35]=1[F:34])=[O:20]. (6) Given the reactants [CH3:1][C@@H:2]1[N:7]([C:8]2[C:9]3[CH2:24][CH2:23][N:22]([C:25]4[N:30]=[CH:29][CH:28]=[CH:27][N:26]=4)[CH2:21][C:10]=3[N:11]=[C:12]([C:14]3[CH:20]=[CH:19][C:17]([NH2:18])=[CH:16][CH:15]=3)[N:13]=2)[CH2:6][CH2:5][O:4][CH2:3]1.[O:31]1CCN(C2C3CN(C4N=CC=CN=4)CCC=3N=C(C3C=CC(N)=CC=3)N=2)C[CH2:32]1.[CH3:60][C:61]1[O:65][C:64]([NH2:66])=[N:63][N:62]=1.C1(CN)CC1, predict the reaction product. The product is: [CH3:60][C:61]1[O:65][C:64]([NH:66][C:32]([NH:18][C:17]2[CH:19]=[CH:20][C:14]([C:12]3[N:13]=[C:8]([N:7]4[CH2:6][CH2:5][O:4][CH2:3][C@@H:2]4[CH3:1])[C:9]4[CH2:24][CH2:23][N:22]([C:25]5[N:26]=[CH:27][CH:28]=[CH:29][N:30]=5)[CH2:21][C:10]=4[N:11]=3)=[CH:15][CH:16]=2)=[O:31])=[N:63][N:62]=1. (7) Given the reactants [C:1](Cl)(=[O:8])[C:2]1[CH:7]=[CH:6][CH:5]=[CH:4][CH:3]=1.N1C=CC=CC=1.[CH3:16][C:17]([NH:32][C:33]1[CH:38]=[CH:37][CH:36]=[CH:35][CH:34]=1)([C:19]1[N:23]([CH3:24])[C:22]([C:25]2[CH:30]=[CH:29][CH:28]=[CH:27][C:26]=2[CH3:31])=[N:21][N:20]=1)[CH3:18].Cl, predict the reaction product. The product is: [CH3:18][C:17]([N:32]([C:33]1[CH:38]=[CH:37][CH:36]=[CH:35][CH:34]=1)[C:1](=[O:8])[C:2]1[CH:7]=[CH:6][CH:5]=[CH:4][CH:3]=1)([C:19]1[N:23]([CH3:24])[C:22]([C:25]2[CH:30]=[CH:29][CH:28]=[CH:27][C:26]=2[CH3:31])=[N:21][N:20]=1)[CH3:16].